Predict the reactants needed to synthesize the given product. From a dataset of Full USPTO retrosynthesis dataset with 1.9M reactions from patents (1976-2016). Given the product [N:1]1[CH:6]=[CH:5][CH:4]=[C:3]([C:7]2[CH:12]=[CH:11][N:10]=[C:9]([NH:13][C:14]3[CH:15]=[C:16]([CH:20]=[CH:21][CH:22]=3)[C:17]([NH:58][C:56]3[CH:57]=[C:52]([N:50]4[CH:51]=[C:47]([CH3:46])[N:48]=[CH:49]4)[CH:53]=[C:54]([C:59]([F:62])([F:61])[F:60])[CH:55]=3)=[O:19])[N:8]=2)[CH:2]=1, predict the reactants needed to synthesize it. The reactants are: [N:1]1[CH:6]=[CH:5][CH:4]=[C:3]([C:7]2[CH:12]=[CH:11][N:10]=[C:9]([NH:13][C:14]3[CH:15]=[C:16]([CH:20]=[CH:21][CH:22]=3)[C:17]([OH:19])=O)[N:8]=2)[CH:2]=1.CC1C=CC(C(O)=O)=CC=1NC1N=C(C2C=NC=CC=2)C=CN=1.[CH3:46][C:47]1[N:48]=[CH:49][N:50]([C:52]2[CH:53]=[C:54]([C:59]([F:62])([F:61])[F:60])[CH:55]=[C:56]([NH2:58])[CH:57]=2)[CH:51]=1.C(N)C1OC=CC=1.